The task is: Predict the reactants needed to synthesize the given product.. This data is from Full USPTO retrosynthesis dataset with 1.9M reactions from patents (1976-2016). (1) Given the product [CH3:1][O:2][C:3]([C:5]1[CH:6]=[C:7]2[C:12](=[CH:13][CH:14]=1)[NH:11][CH:10]([C:15]1[CH:16]=[C:17]([N:25]3[CH2:30][CH2:29][O:28][CH2:27][CH2:26]3)[CH:18]=[C:19]([F:21])[CH:20]=1)[CH2:9][C:8]2([CH3:24])[CH3:23])=[O:4], predict the reactants needed to synthesize it. The reactants are: [CH3:1][O:2][C:3]([C:5]1[CH:6]=[C:7]2[C:12](=[CH:13][CH:14]=1)[NH:11][CH:10]([C:15]1[CH:20]=[C:19]([F:21])[CH:18]=[C:17](Br)[CH:16]=1)[CH2:9][C:8]2([CH3:24])[CH3:23])=[O:4].[NH:25]1[CH2:30][CH2:29][O:28][CH2:27][CH2:26]1.Cl.CN(C)CC(O)=O.C(=O)([O-])[O-].[K+].[K+]. (2) Given the product [C:20]([NH:18][NH:19][C:2]1[CH:7]=[CH:6][C:5]([F:8])=[CH:4][C:3]=1[N+:9]([O-:11])=[O:10])(=[O:22])[CH3:21], predict the reactants needed to synthesize it. The reactants are: F[C:2]1[CH:7]=[CH:6][C:5]([F:8])=[CH:4][C:3]=1[N+:9]([O-:11])=[O:10].N1C=CC=CC=1.[NH2:18][NH2:19].[C:20](Cl)(=[O:22])[CH3:21].